Dataset: Full USPTO retrosynthesis dataset with 1.9M reactions from patents (1976-2016). Task: Predict the reactants needed to synthesize the given product. (1) Given the product [Cl:1][C:2]1[CH:3]=[CH:4][C:5]([O:40][CH3:41])=[C:6]([CH:39]=1)[CH2:7][C@@H:8]1[C:14](=[O:15])[N:13]([S:16]([C:19]2[CH:20]=[CH:21][C:22]([Cl:25])=[CH:23][CH:24]=2)(=[O:18])=[O:17])[C@H:12]([CH2:26][CH2:27][C:28]([OH:30])=[O:29])[C:11](=[O:38])[NH:10][CH2:9]1, predict the reactants needed to synthesize it. The reactants are: [Cl:1][C:2]1[CH:3]=[CH:4][C:5]([O:40][CH3:41])=[C:6]([CH:39]=1)/[CH:7]=[C:8]1\[CH2:9][NH:10][C:11](=[O:38])[C@@H:12]([CH2:26][CH2:27][C:28]([O:30]CC2C=CC=CC=2)=[O:29])[N:13]([S:16]([C:19]2[CH:24]=[CH:23][C:22]([Cl:25])=[CH:21][CH:20]=2)(=[O:18])=[O:17])[C:14]\1=[O:15]. (2) Given the product [Br:1][C:2]1[CH:3]=[CH:4][C:5]([OH:26])=[C:6]([C:8]2[CH2:12][CH2:11][CH2:10][C:9]=2[C:13]2[CH:14]=[C:15]([C:19]([O:33][CH2:34][CH3:35])=[O:32])[N:16]=[N:17][CH:18]=2)[CH:7]=1, predict the reactants needed to synthesize it. The reactants are: [Br:1][C:2]1[CH:3]=[CH:4][C:5]([OH:26])=[C:6]([C:8]2[CH2:12][CH2:11][CH2:10][C:9]=2[C:13]2[CH:14]=[C:15]([C:19](NC(C)(C)C)=O)[N:16]=[N:17][CH:18]=2)[CH:7]=1.S(=O)(=O)(O)O.[OH2:32].[OH2:33].[CH2:34](O)[CH3:35]. (3) Given the product [CH:36]([N:4]([CH:1]([CH3:3])[CH3:2])[CH2:5][CH2:6][O:7][C:8]1[CH:35]=[CH:34][C:11]([CH2:12][NH:13][C:14]2[CH:19]=[C:18]([OH:20])[CH:17]=[CH:16][C:15]=2[CH:22]2[CH2:31][CH2:30][C:29]3[CH:28]=[C:27]([OH:32])[CH:26]=[CH:25][C:24]=3[CH2:23]2)=[CH:10][CH:9]=1)([CH3:37])[CH3:38], predict the reactants needed to synthesize it. The reactants are: [CH:1]([N:4]([CH:36]([CH3:38])[CH3:37])[CH2:5][CH2:6][O:7][C:8]1[CH:35]=[CH:34][C:11]([CH2:12][NH:13][C:14]2[CH:19]=[C:18]([O:20]C)[CH:17]=[CH:16][C:15]=2[CH:22]2[CH2:31][CH2:30][C:29]3[C:24](=[CH:25][CH:26]=[C:27]([O:32]C)[CH:28]=3)[CH2:23]2)=[CH:10][CH:9]=1)([CH3:3])[CH3:2].C(N(C(C)C)CCOC1C=CC(CNC2C=C(O)C=CC=2C2CCC3C(=CC=C(OC)C=3)C2)=CC=1)(C)C.